From a dataset of NCI-60 drug combinations with 297,098 pairs across 59 cell lines. Regression. Given two drug SMILES strings and cell line genomic features, predict the synergy score measuring deviation from expected non-interaction effect. (1) Drug 1: CCC1(CC2CC(C3=C(CCN(C2)C1)C4=CC=CC=C4N3)(C5=C(C=C6C(=C5)C78CCN9C7C(C=CC9)(C(C(C8N6C=O)(C(=O)OC)O)OC(=O)C)CC)OC)C(=O)OC)O.OS(=O)(=O)O. Drug 2: CCN(CC)CCNC(=O)C1=C(NC(=C1C)C=C2C3=C(C=CC(=C3)F)NC2=O)C. Cell line: ACHN. Synergy scores: CSS=5.48, Synergy_ZIP=-0.710, Synergy_Bliss=7.06, Synergy_Loewe=6.24, Synergy_HSA=6.02. (2) Drug 1: CC1=C2C(C(=O)C3(C(CC4C(C3C(C(C2(C)C)(CC1OC(=O)C(C(C5=CC=CC=C5)NC(=O)OC(C)(C)C)O)O)OC(=O)C6=CC=CC=C6)(CO4)OC(=O)C)OC)C)OC. Drug 2: C1CNP(=O)(OC1)N(CCCl)CCCl. Cell line: U251. Synergy scores: CSS=33.9, Synergy_ZIP=-2.26, Synergy_Bliss=-6.66, Synergy_Loewe=-43.4, Synergy_HSA=-7.76. (3) Drug 1: C1=C(C(=O)NC(=O)N1)N(CCCl)CCCl. Drug 2: C1=CN(C(=O)N=C1N)C2C(C(C(O2)CO)O)O.Cl. Cell line: SK-MEL-2. Synergy scores: CSS=17.0, Synergy_ZIP=-8.04, Synergy_Bliss=-5.20, Synergy_Loewe=-8.03, Synergy_HSA=-4.14. (4) Drug 1: C1CN(P(=O)(OC1)NCCCl)CCCl. Drug 2: C1C(C(OC1N2C=NC3=C2NC=NCC3O)CO)O. Cell line: SK-MEL-2. Synergy scores: CSS=-6.97, Synergy_ZIP=3.87, Synergy_Bliss=5.18, Synergy_Loewe=-7.76, Synergy_HSA=-7.40. (5) Drug 1: C1CCC(C1)C(CC#N)N2C=C(C=N2)C3=C4C=CNC4=NC=N3. Drug 2: CC1=CC2C(CCC3(C2CCC3(C(=O)C)OC(=O)C)C)C4(C1=CC(=O)CC4)C. Cell line: NCI/ADR-RES. Synergy scores: CSS=-1.48, Synergy_ZIP=-0.415, Synergy_Bliss=-2.78, Synergy_Loewe=-2.97, Synergy_HSA=-3.41.